This data is from Full USPTO retrosynthesis dataset with 1.9M reactions from patents (1976-2016). The task is: Predict the reactants needed to synthesize the given product. (1) Given the product [F:19][C:20]1[CH:21]=[CH:22][C:23]([CH2:26][O:27][C:2]2[N:7]=[C:6]3[CH2:8][CH2:9][CH2:10][C:5]3=[C:4]([C:11]3[CH:12]=[CH:13][C:14]([C:17]#[N:18])=[N:15][CH:16]=3)[CH:3]=2)=[N:24][CH:25]=1, predict the reactants needed to synthesize it. The reactants are: Cl[C:2]1[N:7]=[C:6]2[CH2:8][CH2:9][CH2:10][C:5]2=[C:4]([C:11]2[CH:12]=[CH:13][C:14]([C:17]#[N:18])=[N:15][CH:16]=2)[CH:3]=1.[F:19][C:20]1[CH:21]=[CH:22][C:23]([CH2:26][OH:27])=[N:24][CH:25]=1.O(C(C)(C)C)[Na].C(Cl)(Cl)Cl. (2) Given the product [CH2:23]([C:25]1([C:35](=[O:39])[C:36]([N:2]([CH3:1])[N:3]=[C:4]([CH3:10])[CH2:5][S:6]([CH3:9])(=[O:8])=[O:7])=[O:37])[CH:30]=[C:29]([CH2:31][CH3:32])[CH:28]=[C:27]([CH2:33][CH3:34])[CH2:26]1)[CH3:24], predict the reactants needed to synthesize it. The reactants are: [CH3:1][NH:2][N:3]=[C:4]([CH3:10])[CH2:5][S:6]([CH3:9])(=[O:8])=[O:7].O1CCCC1.C(N(CC)CC)C.[CH2:23]([C:25]1([C:35](=[O:39])[C:36](Cl)=[O:37])[CH:30]=[C:29]([CH2:31][CH3:32])[CH:28]=[C:27]([CH2:33][CH3:34])[CH2:26]1)[CH3:24]. (3) Given the product [OH:49][CH2:48][C:28]1[C:29]([N:33]2[CH2:34][CH2:35][N:36]3[C:37]4[C@@H:38]5[CH2:47][CH:41]([C:42]=4[CH:43]=[C:44]3[C:45]2=[O:46])[CH2:40][CH2:39]5)=[N:30][CH:31]=[CH:32][C:27]=1[C:4]1[CH:5]=[C:6]([NH:9][C:10]2[CH:15]=[CH:14][C:13]([N:16]3[CH2:21][CH2:20][N:19]([CH:22]4[CH2:23][O:24][CH2:25]4)[CH2:18][CH:17]3[CH3:26])=[CH:12][N:11]=2)[C:7](=[O:8])[N:2]([CH3:1])[CH:3]=1, predict the reactants needed to synthesize it. The reactants are: [CH3:1][N:2]1[C:7](=[O:8])[C:6]([NH:9][C:10]2[CH:15]=[CH:14][C:13]([N:16]3[CH2:21][CH2:20][N:19]([CH:22]4[CH2:25][O:24][CH2:23]4)[CH2:18][C@@H:17]3[CH3:26])=[CH:12][N:11]=2)=[CH:5][C:4]([C:27]2[CH:32]=[CH:31][N:30]=[C:29]([N:33]3[C:45](=[O:46])[C:44]4[N:36]([C:37]5[C@@H:38]6[CH2:47][C@H:41]([C:42]=5[CH:43]=4)[CH2:40][CH2:39]6)[CH2:35][CH2:34]3)[C:28]=2[CH:48]=[O:49])=[CH:3]1.[BH4-].[Na+]. (4) Given the product [F:43][C:44]([F:49])([F:48])[C:45]([OH:47])=[O:46].[Br:1][C:2]1[C:3]([C:20]2[S:24][C:23]3[CH:25]=[CH:26][C:27]([O:29][CH2:30][C@@H:31]4[CH2:35][CH2:34][CH2:33][NH:32]4)=[CH:28][C:22]=3[CH:21]=2)=[N:4][C:5]([NH:8][CH2:9][CH2:10][N:11]2[C:15]([CH3:16])([CH3:17])[C:14](=[O:18])[NH:13][C:12]2=[O:19])=[N:6][CH:7]=1, predict the reactants needed to synthesize it. The reactants are: [Br:1][C:2]1[C:3]([C:20]2[S:24][C:23]3[CH:25]=[CH:26][C:27]([O:29][CH2:30][C@@H:31]4[CH2:35][CH2:34][CH2:33][N:32]4C(OC(C)(C)C)=O)=[CH:28][C:22]=3[CH:21]=2)=[N:4][C:5]([NH:8][CH2:9][CH2:10][N:11]2[C:15]([CH3:17])([CH3:16])[C:14](=[O:18])[NH:13][C:12]2=[O:19])=[N:6][CH:7]=1.[F:43][C:44]([F:49])([F:48])[C:45]([OH:47])=[O:46]. (5) Given the product [C:1]12([C:11]3[C:19]4[O:18][CH:17]=[N:16][C:15]=4[CH:14]=[C:13]([C:20]4[N:21]=[CH:22][C:23]([CH:26]=[O:27])=[CH:24][CH:25]=4)[CH:12]=3)[CH2:10][CH:5]3[CH2:4][CH:3]([CH2:9][CH:7]([CH2:6]3)[CH2:8]1)[CH2:2]2, predict the reactants needed to synthesize it. The reactants are: [C:1]12([C:11]3[C:19]4[O:18][CH:17]=[N:16][C:15]=4[CH:14]=[C:13]([C:20]4[CH:25]=[CH:24][C:23]([CH:26]5OCC[O:27]5)=[CH:22][N:21]=4)[CH:12]=3)[CH2:10][CH:5]3[CH2:6][CH:7]([CH2:9][CH:3]([CH2:4]3)[CH2:2]1)[CH2:8]2.C1(C)C=CC(S([O-])(=O)=O)=CC=1.[NH+]1C=CC=CC=1. (6) Given the product [NH:3]1[C:4]2([CH2:10][CH2:9][CH2:8][CH2:7]2)[CH2:5][O:6][C:2]1=[O:1], predict the reactants needed to synthesize it. The reactants are: [O:1]=[C:2]1[O:6][CH2:5][C@:4]2([CH2:10][CH2:9][C@H:8](C3C=C4C(=CC=3)CC(C=O)CC4)[CH2:7]2)[NH:3]1.C(=O)([O-])[O-].[K+].[K+].[N+](=C(P(=O)(OC)OC)C(=O)C)=[N-]. (7) The reactants are: [CH2:1]([O:3][C:4]([C:6]1[N:7]=[CH:8][S:9][C:10]=1NCC1C=CC(OC)=CC=1)=[O:5])[CH3:2].[H-].[Na+].FC1C=CC=C(F)C=1C(Cl)=O. Given the product [CH2:1]([O:3][C:4]([C:6]1[N:7]=[CH:8][S:9][CH:10]=1)=[O:5])[CH3:2], predict the reactants needed to synthesize it. (8) Given the product [C:13]1([CH3:23])[CH:14]=[CH:15][C:16]([S:19]([OH:22])(=[O:20])=[O:21])=[CH:17][CH:18]=1.[Br:1][C:2]1[S:3][C:4]2[CH2:5][N:6]([CH3:11])[CH2:7][CH2:8][C:9]=2[N:10]=1, predict the reactants needed to synthesize it. The reactants are: [Br:1][C:2]1[S:3][C:4]2[CH2:5][N:6]([CH3:11])[CH2:7][CH2:8][C:9]=2[N:10]=1.O.[C:13]1([CH3:23])[CH:18]=[CH:17][C:16]([S:19]([OH:22])(=[O:21])=[O:20])=[CH:15][CH:14]=1.